Predict which catalyst facilitates the given reaction. From a dataset of Catalyst prediction with 721,799 reactions and 888 catalyst types from USPTO. (1) Reactant: C(OC([N:11]1[CH2:21][CH2:20][C:14]2([CH:16]([C:17]([OH:19])=[O:18])[CH2:15]2)[CH2:13][CH2:12]1)=O)C1C=CC=CC=1.[H][H].[CH3:24][CH2:25]O. Product: [CH:16]1([C:17]([O:19][CH2:24][CH3:25])=[O:18])[C:14]2([CH2:13][CH2:12][NH:11][CH2:21][CH2:20]2)[CH2:15]1. The catalyst class is: 45. (2) Reactant: [CH:1]1([C:4]2[N:9]=[CH:8][C:7]([CH2:10][C:11]3[CH:20]=[C:19]4[C:14]([C:15]([C:23]5[CH:24]=[N:25][N:26]([CH3:28])[CH:27]=5)=[CH:16][C:17]([C:21]#[N:22])=[N:18]4)=[CH:13][CH:12]=3)=[CH:6][N:5]=2)[CH2:3][CH2:2]1.C([O-])([O-])=[O:30].C([O-])([O-])=O.OO.OO.OO.[Na+].[Na+].[Na+].[Na+].[NH4+].[Cl-]. Product: [CH:1]1([C:4]2[N:5]=[CH:6][C:7]([CH2:10][C:11]3[CH:20]=[C:19]4[C:14]([C:15]([C:23]5[CH:24]=[N:25][N:26]([CH3:28])[CH:27]=5)=[CH:16][C:17]([C:21]([NH2:22])=[O:30])=[N:18]4)=[CH:13][CH:12]=3)=[CH:8][N:9]=2)[CH2:3][CH2:2]1. The catalyst class is: 95. (3) Reactant: [C:1]1([C:17]2[CH:22]=[CH:21][CH:20]=[CH:19][CH:18]=2)[CH:6]=[CH:5][C:4]([CH:7]([NH:15][CH3:16])[CH2:8][N:9]2[CH2:14][CH2:13][O:12][CH2:11][CH2:10]2)=[CH:3][CH:2]=1.[CH3:23][C:24]1[CH:25]=[C:26]2[C:31](=[CH:32][C:33]=1C)[N:30]([CH2:35][C:36]([OH:38])=O)[C:29](=[O:39])[CH:28]=[CH:27]2.[CH:40](N(C(C)C)CC)(C)C. Product: [C:1]1([C:17]2[CH:22]=[CH:21][CH:20]=[CH:19][CH:18]=2)[CH:2]=[CH:3][C:4]([CH:7]([N:15]([CH3:16])[C:36](=[O:38])[CH2:35][N:30]2[C:31]3[C:26](=[C:25]([CH3:40])[C:24]([CH3:23])=[CH:33][CH:32]=3)[CH:27]=[CH:28][C:29]2=[O:39])[CH2:8][N:9]2[CH2:10][CH2:11][O:12][CH2:13][CH2:14]2)=[CH:5][CH:6]=1. The catalyst class is: 9. (4) The catalyst class is: 25. Reactant: [H-].[Na+].[Br:3][C:4]1[CH:5]=[C:6]([CH2:11][OH:12])[CH:7]=[C:8]([F:10])[CH:9]=1.CI.N[C@H:16](C(O)=O)CCSC. Product: [Br:3][C:4]1[CH:5]=[C:6]([CH2:11][O:12][CH3:16])[CH:7]=[C:8]([F:10])[CH:9]=1. (5) Reactant: Cl.[CH3:2][O:3][C@H:4]1[C@@H:9]([NH:10][C:11](=[O:20])[O:12][CH2:13][C:14]2[CH:19]=[CH:18][CH:17]=[CH:16][CH:15]=2)[CH2:8][CH2:7][NH:6][CH2:5]1.Cl[C:22]1[CH:23]=[C:24]([C:29]([O:31][CH3:32])=[O:30])[C:25]([CH3:28])=[N:26][CH:27]=1.C1C=CC(P(C2C(C3C(P(C4C=CC=CC=4)C4C=CC=CC=4)=CC=C4C=3C=CC=C4)=C3C(C=CC=C3)=CC=2)C2C=CC=CC=2)=CC=1.C(=O)([O-])[O-].[Cs+].[Cs+]. Product: [CH2:13]([O:12][C:11]([NH:10][C@H:9]1[CH2:8][CH2:7][N:6]([C:22]2[CH:23]=[C:24]([C:29]([O:31][CH3:32])=[O:30])[C:25]([CH3:28])=[N:26][CH:27]=2)[CH2:5][C@H:4]1[O:3][CH3:2])=[O:20])[C:14]1[CH:19]=[CH:18][CH:17]=[CH:16][CH:15]=1. The catalyst class is: 167. (6) Reactant: [NH2:1][C:2]1[CH:7]=[CH:6][C:5]([OH:8])=[CH:4][C:3]=1[N+:9]([O-:11])=[O:10].C([O-])([O-])=O.[K+].[K+].[CH2:18](I)[CH3:19]. Product: [CH2:18]([O:8][C:5]1[CH:6]=[CH:7][C:2]([NH2:1])=[C:3]([N+:9]([O-:11])=[O:10])[CH:4]=1)[CH3:19]. The catalyst class is: 10.